This data is from Full USPTO retrosynthesis dataset with 1.9M reactions from patents (1976-2016). The task is: Predict the reactants needed to synthesize the given product. (1) The reactants are: Br[C:2]1[CH:13]=[C:12]([O:14][C@@H:15]([C@H:17]2[CH2:21][N:20]([C@@H:22]([C:24]3[CH:29]=[CH:28][C:27]([O:30][CH3:31])=[CH:26][CH:25]=3)[CH3:23])[C:19](=[O:32])[CH2:18]2)[CH3:16])[C:5]2[N:6]([CH:9]3[CH2:11][CH2:10]3)[CH:7]=[N:8][C:4]=2[CH:3]=1.[CH3:33][C:34]1([CH3:50])[C:38]([CH3:40])([CH3:39])[O:37][B:36]([B:36]2[O:37][C:38]([CH3:40])([CH3:39])[C:34]([CH3:50])([CH3:33])[O:35]2)[O:35]1.C([O-])(=O)C.[K+].C(Cl)Cl. Given the product [CH:9]1([N:6]2[C:5]3[C:12]([O:14][C@@H:15]([C@H:17]4[CH2:21][N:20]([C@@H:22]([C:24]5[CH:25]=[CH:26][C:27]([O:30][CH3:31])=[CH:28][CH:29]=5)[CH3:23])[C:19](=[O:32])[CH2:18]4)[CH3:16])=[CH:13][C:2]([B:36]4[O:37][C:38]([CH3:40])([CH3:39])[C:34]([CH3:50])([CH3:33])[O:35]4)=[CH:3][C:4]=3[N:8]=[CH:7]2)[CH2:10][CH2:11]1, predict the reactants needed to synthesize it. (2) Given the product [CH3:1][N:2]1[C:10]2[N:9]=[CH:8][N:7]([CH3:26])[C:6]=2[C:5](=[O:11])[N:4]([CH2:16][CH2:17][CH2:18][CH2:19][C:20]([N:22]([O:24][CH3:25])[CH3:23])=[O:21])[C:3]1=[O:12], predict the reactants needed to synthesize it. The reactants are: [CH3:1][N:2]1[C:10]2[N:9]=[CH:8][NH:7][C:6]=2[C:5](=[O:11])[NH:4][C:3]1=[O:12].[H-].[Na+].Br[CH2:16][CH2:17][CH2:18][CH2:19][C:20]([N:22]([O:24][CH3:25])[CH3:23])=[O:21].[CH3:26]S(C)=O. (3) Given the product [Br:1][C:2]1[CH:10]=[CH:9][C:5]([C:6]2[NH:36][C:35]3[CH:34]=[CH:33][CH:32]=[C:28]([C:29]([NH2:31])=[O:30])[C:27]=3[N:26]=2)=[C:4]([F:11])[CH:3]=1, predict the reactants needed to synthesize it. The reactants are: [Br:1][C:2]1[CH:10]=[CH:9][C:5]([C:6](O)=O)=[C:4]([F:11])[CH:3]=1.C1N=CN(C(N2C=NC=C2)=O)C=1.Cl.Cl.[NH2:26][C:27]1[C:35]([NH2:36])=[CH:34][CH:33]=[CH:32][C:28]=1[C:29]([NH2:31])=[O:30]. (4) Given the product [ClH:18].[ClH:1].[F:27][C:24]1[CH:25]=[CH:26][C:21]([CH:19]([N:15]2[CH2:16][CH2:17][N:12]([CH2:3][C:4]([C:6]3[CH:7]=[CH:8][CH:9]=[CH:10][CH:11]=3)=[O:5])[CH2:13][CH2:14]2)[CH3:20])=[CH:22][CH:23]=1, predict the reactants needed to synthesize it. The reactants are: [ClH:1].Cl.[CH2:3]([N:12]1[CH2:17][CH2:16][NH:15][CH2:14][CH2:13]1)[C:4]([C:6]1[CH:11]=[CH:10][CH:9]=[CH:8][CH:7]=1)=[O:5].[Cl:18][CH:19]([C:21]1[CH:26]=[CH:25][C:24]([F:27])=[CH:23][CH:22]=1)[CH3:20].C([O-])([O-])=O.[K+].[K+]. (5) Given the product [CH3:1][O:2][C:3]1[CH:4]=[C:5]([CH:9]2[CH2:18][CH2:17][C:12]3([O:16][CH2:15][CH2:14][O:13]3)[CH2:11][CH2:10]2)[CH:6]=[CH:7][CH:8]=1, predict the reactants needed to synthesize it. The reactants are: [CH3:1][O:2][C:3]1[CH:4]=[C:5]([C:9]2[CH2:18][CH2:17][C:12]3([O:16][CH2:15][CH2:14][O:13]3)[CH2:11][CH:10]=2)[CH:6]=[CH:7][CH:8]=1. (6) Given the product [CH2:12]([O:11][C:9]([N:8]1[C@H:3]([CH:2]([F:1])[F:23])[CH2:4][CH2:5][C@H:6]([C:19]([OH:21])=[O:20])[CH2:7]1)=[O:10])[C:13]1[CH:14]=[CH:15][CH:16]=[CH:17][CH:18]=1, predict the reactants needed to synthesize it. The reactants are: [F:1][CH:2]([F:23])[C@H:3]1[N:8]([C:9]([O:11][CH2:12][C:13]2[CH:18]=[CH:17][CH:16]=[CH:15][CH:14]=2)=[O:10])[CH2:7][C@@H:6]([C:19]([O:21]C)=[O:20])[CH2:5][CH2:4]1.[Li+].[OH-].O. (7) Given the product [N:11]1([CH2:10][CH2:9][CH2:8][O:7][C:6]2[CH:5]=[C:4]([NH2:1])[C:19]([NH2:20])=[CH:18][CH:17]=2)[CH2:16][CH2:15][CH2:14][CH2:13][CH2:12]1, predict the reactants needed to synthesize it. The reactants are: [N+:1]([C:4]1[CH:5]=[C:6]([CH:17]=[CH:18][C:19]=1[N+:20]([O-])=O)[O:7][CH2:8][CH2:9][CH2:10][N:11]1[CH2:16][CH2:15][CH2:14][CH2:13][CH2:12]1)([O-])=O.C(O)=O. (8) Given the product [Br:28][C:20]1[C:19]2[C:18]([S:15]([N:12]3[CH2:13][CH2:14][C@H:10]([NH:8][CH3:6])[CH2:11]3)(=[O:16])=[O:17])=[CH:27][CH:26]=[CH:25][C:24]=2[CH:23]=[N:22][CH:21]=1.[ClH:29], predict the reactants needed to synthesize it. The reactants are: C(O[C:6]([N:8]([C@H:10]1[CH2:14][CH2:13][N:12]([S:15]([C:18]2[C:19]3[C:20]([Br:28])=[CH:21][N:22]=[CH:23][C:24]=3[CH:25]=[CH:26][CH:27]=2)(=[O:17])=[O:16])[CH2:11]1)C)=O)(C)(C)C.[ClH:29].CO. (9) Given the product [OH:39][C@H:37]([C:32]1[CH:33]=[CH:34][CH:35]=[CH:36][CH:31]=1)[CH2:38][NH:26][C:9]([C@@H:8]([CH2:12][CH:13]=[CH2:14])[CH2:7][C:6]([O:5][C:1]([CH3:2])([CH3:3])[CH3:4])=[O:15])=[O:11], predict the reactants needed to synthesize it. The reactants are: [C:1]([O:5][C:6](=[O:15])[CH2:7][C@H:8]([CH2:12][CH:13]=[CH2:14])[C:9]([OH:11])=O)([CH3:4])([CH3:3])[CH3:2].C(Cl)CCl.C1C=CC2N(O)N=[N:26]C=2C=1.N[C:31]1[CH:36]=[CH:35][CH:34]=[CH:33][C:32]=1[C@H:37]([OH:39])[CH3:38].CCN(C(C)C)C(C)C. (10) Given the product [ClH:21].[Cl:21][CH2:17][C:16]1[C:11]([C:10]2[N:6]([CH:1]3[CH2:5][CH2:4][CH2:3][CH2:2]3)[N:7]=[CH:8][CH:9]=2)=[N:12][CH:13]=[CH:14][CH:15]=1, predict the reactants needed to synthesize it. The reactants are: [CH:1]1([N:6]2[C:10]([C:11]3[C:16]([CH2:17]O)=[CH:15][CH:14]=[CH:13][N:12]=3)=[CH:9][CH:8]=[N:7]2)[CH2:5][CH2:4][CH2:3][CH2:2]1.O=S(Cl)[Cl:21].